Task: Predict the product of the given reaction.. Dataset: Forward reaction prediction with 1.9M reactions from USPTO patents (1976-2016) (1) The product is: [C:28]([OH:35])(=[O:34])/[CH:29]=[CH:30]/[C:31]([OH:33])=[O:32].[CH3:25][C@H:24]([NH2:26])[CH2:23][N:21]1[C:22]2[C:18](=[CH:17][CH:16]=[C:15]3[O:27][C:12]([C:10]4[O:7][N:6]=[C:3]([CH3:4])[N:5]=4)=[CH:13][C:14]3=2)[CH:19]=[N:20]1. Given the reactants [H-].[Na+].[C:3](=[N:6][OH:7])([NH2:5])[CH3:4].CO[C:10]([C:12]1[O:27][C:15]2=[CH:16][CH:17]=[C:18]3[C:22]([N:21]([CH2:23][C@@H:24]([NH2:26])[CH3:25])[N:20]=[CH:19]3)=[C:14]2[CH:13]=1)=O.[C:28]([OH:35])(=[O:34])/[CH:29]=[CH:30]/[C:31]([OH:33])=[O:32], predict the reaction product. (2) The product is: [F:21][C:19]1[CH:18]=[CH:17][C:16]([N+:22]([O-:24])=[O:23])=[C:15]([NH:7][C:8]2[CH:13]=[CH:12][N:11]=[CH:10][CH:9]=2)[CH:20]=1. Given the reactants CC(C)([O-])C.[K+].[NH2:7][C:8]1[CH:13]=[CH:12][N:11]=[CH:10][CH:9]=1.F[C:15]1[CH:20]=[C:19]([F:21])[CH:18]=[CH:17][C:16]=1[N+:22]([O-:24])=[O:23].[NH4+].[Cl-], predict the reaction product. (3) Given the reactants [NH2:1][C:2]([C:4]1[CH:9]=[C:8]([I:10])[CH:7]=[CH:6][C:5]=1[NH:11][C:12](=O)[C:13]([O:15][CH2:16][CH3:17])=[O:14])=[O:3].CC[O-].[Na+].Cl, predict the reaction product. The product is: [I:10][C:8]1[CH:9]=[C:4]2[C:5](=[CH:6][CH:7]=1)[N:11]=[C:12]([C:13]([O:15][CH2:16][CH3:17])=[O:14])[NH:1][C:2]2=[O:3]. (4) Given the reactants [OH-].[Na+].C([O:5][C:6](=[O:28])[C:7]1[CH:12]=[CH:11][C:10]([CH2:13][N:14]2[CH2:18][CH2:17][C@@H:16]([NH:19][C:20]([O:22][C:23]([CH3:26])([CH3:25])[CH3:24])=[O:21])[CH2:15]2)=[C:9]([Br:27])[CH:8]=1)C.Cl, predict the reaction product. The product is: [Br:27][C:9]1[CH:8]=[C:7]([CH:12]=[CH:11][C:10]=1[CH2:13][N:14]1[CH2:18][CH2:17][C@@H:16]([NH:19][C:20]([O:22][C:23]([CH3:26])([CH3:25])[CH3:24])=[O:21])[CH2:15]1)[C:6]([OH:28])=[O:5]. (5) Given the reactants [F:1][C:2]1[CH:7]=[CH:6][C:5]([C:8](Cl)=[N:9][OH:10])=[CH:4][CH:3]=1.[Cl:12][C:13]1[C:22]([N+:23]([O-:25])=[O:24])=[C:21]([NH:26][CH2:27][C:28]#[CH:29])[C:20]2[C:15](=[CH:16][CH:17]=[CH:18][CH:19]=2)[N:14]=1.C(N(CC)CC)C, predict the reaction product. The product is: [Cl:12][C:13]1[C:22]([N+:23]([O-:25])=[O:24])=[C:21]([NH:26][CH2:27][C:28]2[O:10][N:9]=[C:8]([C:5]3[CH:6]=[CH:7][C:2]([F:1])=[CH:3][CH:4]=3)[CH:29]=2)[C:20]2[C:15](=[CH:16][CH:17]=[CH:18][CH:19]=2)[N:14]=1. (6) Given the reactants [Cl:1][C:2]1[N:3](/[N:13]=C/C2C=CC(Cl)=CC=2)[CH:4]=[C:5]([C:7]2[CH:8]=[N:9][CH:10]=[CH:11][CH:12]=2)[N:6]=1.O.NN, predict the reaction product. The product is: [Cl:1][C:2]1[N:3]([NH2:13])[CH:4]=[C:5]([C:7]2[CH:8]=[N:9][CH:10]=[CH:11][CH:12]=2)[N:6]=1.